Dataset: Acute oral toxicity (LD50) regression data from Zhu et al.. Task: Regression/Classification. Given a drug SMILES string, predict its toxicity properties. Task type varies by dataset: regression for continuous values (e.g., LD50, hERG inhibition percentage) or binary classification for toxic/non-toxic outcomes (e.g., AMES mutagenicity, cardiotoxicity, hepatotoxicity). Dataset: ld50_zhu. (1) The molecule is CN(C)c1ccc(N=Nc2ccccc2)cc1. The rat oral LD50 is 3.05, given as -log10 of the dose in mol/kg body weight (higher means more acutely toxic). (2) The compound is CNC(=O)ON=C1SCCSC1(C)C. The rat oral LD50 is 5.94, given as -log10 of the dose in mol/kg body weight (higher means more acutely toxic). (3) The compound is CC(C)N1C=CC(=C2C(=O)c3ccccc3C2=O)C=C1. The rat oral LD50 is 2.26, given as -log10 of the dose in mol/kg body weight (higher means more acutely toxic). (4) The molecule is CCCCCCCCCC1(C)OCC(COC(N)=O)O1. The rat oral LD50 is 1.98, given as -log10 of the dose in mol/kg body weight (higher means more acutely toxic).